Dataset: Peptide-MHC class I binding affinity with 185,985 pairs from IEDB/IMGT. Task: Regression. Given a peptide amino acid sequence and an MHC pseudo amino acid sequence, predict their binding affinity value. This is MHC class I binding data. (1) The peptide sequence is LMKSLGGGR. The MHC is HLA-A31:01 with pseudo-sequence HLA-A31:01. The binding affinity (normalized) is 0. (2) The peptide sequence is TSTLQEQIAW. The MHC is HLA-B53:01 with pseudo-sequence HLA-B53:01. The binding affinity (normalized) is 0.137. (3) The peptide sequence is FSLPSSSSY. The MHC is HLA-A03:01 with pseudo-sequence HLA-A03:01. The binding affinity (normalized) is 0.0847. (4) The peptide sequence is ILARNLVPMV. The MHC is HLA-A02:01 with pseudo-sequence HLA-A02:01. The binding affinity (normalized) is 0.362. (5) The peptide sequence is DIVGGLFTY. The MHC is HLA-B38:01 with pseudo-sequence HLA-B38:01. The binding affinity (normalized) is 0.0847. (6) The peptide sequence is DEEAINLFH. The MHC is HLA-A29:02 with pseudo-sequence HLA-A29:02. The binding affinity (normalized) is 0.0847. (7) The peptide sequence is NQLYLTVSFI. The MHC is HLA-A02:01 with pseudo-sequence HLA-A02:01. The binding affinity (normalized) is 0.422.